This data is from Forward reaction prediction with 1.9M reactions from USPTO patents (1976-2016). The task is: Predict the product of the given reaction. (1) Given the reactants [C:1]([O:5][C:6]([NH:8][C:9]([CH2:20][C:21]([O:23][CH2:24][C:25]1[CH:30]=[CH:29][CH:28]=[CH:27][CH:26]=1)=[O:22])([C:15]([O:17]CC)=[O:16])[C:10]([O:12][CH2:13][CH3:14])=[O:11])=[O:7])([CH3:4])([CH3:3])[CH3:2], predict the reaction product. The product is: [C:1]([O:5][C:6]([NH:8][C@@:9]([C:10]([O:12][CH2:13][CH3:14])=[O:11])([C:15]([OH:17])=[O:16])[CH2:20][C:21]([O:23][CH2:24][C:25]1[CH:30]=[CH:29][CH:28]=[CH:27][CH:26]=1)=[O:22])=[O:7])([CH3:3])([CH3:4])[CH3:2]. (2) Given the reactants [C:1]1([CH3:8])[C:6]([OH:7])=[CH:5][CH:4]=[CH:3][CH:2]=1.[C:9](=O)([O-])[O-].[K+].[K+].CN(C=O)C.IC, predict the reaction product. The product is: [CH3:9][O:7][C:6]1[CH:5]=[CH:4][CH:3]=[CH:2][C:1]=1[CH3:8]. (3) Given the reactants Cl[C:2]1[C:7]([Cl:8])=[N:6][CH:5]=[CH:4][N:3]=1.[F:9][C:10]1[CH:15]=[CH:14][C:13](B(O)O)=[CH:12][CH:11]=1.C(=O)([O-])[O-].[Cs+].[Cs+].C1(P(C2CCCCC2)C2CCCCC2)CCCCC1, predict the reaction product. The product is: [Cl:8][C:7]1[C:2]([C:13]2[CH:14]=[CH:15][C:10]([F:9])=[CH:11][CH:12]=2)=[N:3][CH:4]=[CH:5][N:6]=1. (4) Given the reactants [CH3:1][N:2]([CH3:37])[CH2:3][CH2:4][O:5][C:6]1[N:11]=[C:10]([C:12](OC)=O)[CH:9]=[C:8]([C:16]2[CH:17]=[N:18][C:19]([NH:31][C:32]([NH:34][CH2:35][CH3:36])=[O:33])=[CH:20][C:21]=2[C:22]2[S:23][CH:24]=[C:25]([C:27]([F:30])([F:29])[F:28])[N:26]=2)[CH:7]=1.[C:38]([NH:41][NH2:42])(=[O:40])[CH3:39].P(Cl)(Cl)(Cl)=O.C(=O)(O)[O-].[Na+], predict the reaction product. The product is: [CH3:1][N:2]([CH3:37])[CH2:3][CH2:4][O:5][C:6]1[CH:7]=[C:8]([C:16]2[CH:17]=[N:18][C:19]([NH:31][C:32]([NH:34][CH2:35][CH3:36])=[O:33])=[CH:20][C:21]=2[C:22]2[S:23][CH:24]=[C:25]([C:27]([F:29])([F:28])[F:30])[N:26]=2)[CH:9]=[C:10]([C:12]2[O:40][C:38]([CH3:39])=[N:41][N:42]=2)[N:11]=1. (5) Given the reactants [Cl:1][C:2]1[C:3]2[N:4]([C:8]([CH:27]3[CH2:30][C:29](=[CH2:31])[CH2:28]3)=[N:9][C:10]=2[C:11]2[CH:20]=[C:19]3[C:14]([CH:15]=[CH:16][C:17]([C:21]4[CH:26]=[CH:25][CH:24]=[CH:23][CH:22]=4)=[N:18]3)=[CH:13][CH:12]=2)[CH:5]=[CH:6][N:7]=1.C[N+]1([O-])CC[O:36]CC1.[O-]S([O-])=O.[Na+].[Na+].C1COCC1.[OH2:51], predict the reaction product. The product is: [Cl:1][C:2]1[C:3]2[N:4]([C:8]([CH:27]3[CH2:30][C:29]([CH2:31][OH:36])([OH:51])[CH2:28]3)=[N:9][C:10]=2[C:11]2[CH:20]=[C:19]3[C:14]([CH:15]=[CH:16][C:17]([C:21]4[CH:26]=[CH:25][CH:24]=[CH:23][CH:22]=4)=[N:18]3)=[CH:13][CH:12]=2)[CH:5]=[CH:6][N:7]=1. (6) Given the reactants [N+:1]([C:4]1[CH:34]=[CH:33][C:7]([C:8]([NH:10][C:11]2[CH:12]=[CH:13][C:14]3[N:18]=[CH:17][N:16]([CH:19]([C:26]4[CH:31]=[CH:30][CH:29]=[CH:28][CH:27]=4)[CH2:20][C:21]([O:23]CC)=[O:22])[C:15]=3[CH:32]=2)=[O:9])=[CH:6][CH:5]=1)([O-:3])=[O:2], predict the reaction product. The product is: [N+:1]([C:4]1[CH:5]=[CH:6][C:7]([C:8]([NH:10][C:11]2[CH:12]=[CH:13][C:14]3[N:18]=[CH:17][N:16]([CH:19]([C:26]4[CH:27]=[CH:28][CH:29]=[CH:30][CH:31]=4)[CH2:20][C:21]([OH:23])=[O:22])[C:15]=3[CH:32]=2)=[O:9])=[CH:33][CH:34]=1)([O-:3])=[O:2].